This data is from Peptide-MHC class I binding affinity with 185,985 pairs from IEDB/IMGT. The task is: Regression. Given a peptide amino acid sequence and an MHC pseudo amino acid sequence, predict their binding affinity value. This is MHC class I binding data. (1) The peptide sequence is KLTQGRQTY. The MHC is HLA-A02:06 with pseudo-sequence HLA-A02:06. The binding affinity (normalized) is 0.0847. (2) The peptide sequence is QPAGGKAEF. The MHC is HLA-A02:01 with pseudo-sequence HLA-A02:01. The binding affinity (normalized) is 0.0847. (3) The binding affinity (normalized) is 0.452. The peptide sequence is SFNHVLKRK. The MHC is HLA-A31:01 with pseudo-sequence HLA-A31:01. (4) The peptide sequence is KAAFDLSHFL. The MHC is HLA-B44:03 with pseudo-sequence HLA-B44:03. The binding affinity (normalized) is 0. (5) The peptide sequence is STNIRQAGVQYSR. The MHC is HLA-A02:02 with pseudo-sequence HLA-A02:02. The binding affinity (normalized) is 0.